Dataset: Forward reaction prediction with 1.9M reactions from USPTO patents (1976-2016). Task: Predict the product of the given reaction. (1) Given the reactants [F:1][C:2]1[CH:7]=[CH:6][C:5]([NH2:8])=[CH:4][CH:3]=1.ClC1C=C([N:16]2N=[N:19][C:18]([C:21]([OH:23])=[O:22])=[N:17]2)C=CC=1, predict the reaction product. The product is: [F:1][C:2]1[CH:7]=[CH:6][C:5]([N:8]2[N:16]=[N:17][C:18]([C:21]([OH:23])=[O:22])=[N:19]2)=[CH:4][CH:3]=1. (2) Given the reactants [N:1]1([C:7]2[C:8]3[CH:31]=[CH:30][N:29]([CH2:32][CH:33]=O)[C:9]=3[N:10]=[C:11]([C:13]3[CH:18]=[CH:17][C:16]([NH:19][C:20]([NH:22][C:23]4[CH:28]=[CH:27][N:26]=[CH:25][CH:24]=4)=[O:21])=[CH:15][CH:14]=3)[N:12]=2)[CH2:6][CH2:5][O:4][CH2:3][CH2:2]1.[CH3:35][N:36]1[CH2:41][CH2:40][NH:39][CH2:38][CH2:37]1, predict the reaction product. The product is: [CH3:35][N:36]1[CH2:41][CH2:40][N:39]([CH2:33][CH2:32][N:29]2[C:9]3[N:10]=[C:11]([C:13]4[CH:18]=[CH:17][C:16]([NH:19][C:20]([NH:22][C:23]5[CH:24]=[CH:25][N:26]=[CH:27][CH:28]=5)=[O:21])=[CH:15][CH:14]=4)[N:12]=[C:7]([N:1]4[CH2:2][CH2:3][O:4][CH2:5][CH2:6]4)[C:8]=3[CH:31]=[CH:30]2)[CH2:38][CH2:37]1.